The task is: Predict the reactants needed to synthesize the given product.. This data is from Full USPTO retrosynthesis dataset with 1.9M reactions from patents (1976-2016). (1) Given the product [Cl:16][CH:15]([Cl:17])[C:14]1[CH:13]=[CH:12][S:11][C:10]=1[N+:7]([O-:9])=[O:8], predict the reactants needed to synthesize it. The reactants are: CC(C)([O-])C.[K+].[N+:7]([C:10]1[S:11][CH:12]=[CH:13][CH:14]=1)([O-:9])=[O:8].[CH:15](Cl)([Cl:17])[Cl:16].CO. (2) Given the product [Cl:63][C:60]1[CH:61]=[CH:62][C:57]([C:55]2[C:54]3[CH:64]=[C:65]([O:68][CH3:69])[CH:66]=[CH:67][C:53]=3[N:52]3[C:70]([CH3:73])=[N:71][N:72]=[C:51]3[C@H:50]([CH2:49][C:48]([NH:47][CH2:46][CH2:45][NH:44][C:7](=[O:9])[C:6]3[CH:5]=[CH:4][C:3]([Si:2]([OH:1])([CH3:13])[CH3:12])=[CH:11][CH:10]=3)=[O:74])[N:56]=2)=[CH:58][CH:59]=1, predict the reactants needed to synthesize it. The reactants are: [OH:1][Si:2]([CH3:13])([CH3:12])[C:3]1[CH:11]=[CH:10][C:6]([C:7]([OH:9])=O)=[CH:5][CH:4]=1.CCN=C=NCCCN(C)C.CCN(C(C)C)C(C)C.C1C=CC2N(O)N=NC=2C=1.[NH2:44][CH2:45][CH2:46][NH:47][C:48](=[O:74])[CH2:49][C@@H:50]1[N:56]=[C:55]([C:57]2[CH:62]=[CH:61][C:60]([Cl:63])=[CH:59][CH:58]=2)[C:54]2[CH:64]=[C:65]([O:68][CH3:69])[CH:66]=[CH:67][C:53]=2[N:52]2[C:70]([CH3:73])=[N:71][N:72]=[C:51]12.